Task: Regression. Given a peptide amino acid sequence and an MHC pseudo amino acid sequence, predict their binding affinity value. This is MHC class II binding data.. Dataset: Peptide-MHC class II binding affinity with 134,281 pairs from IEDB (1) The peptide sequence is RVSPGNGWMIKETAC. The MHC is DRB1_0801 with pseudo-sequence DRB1_0801. The binding affinity (normalized) is 0.478. (2) The peptide sequence is KLLPVPPTVTIFKIS. The MHC is DRB1_1602 with pseudo-sequence DRB1_1602. The binding affinity (normalized) is 0.350. (3) The binding affinity (normalized) is 0.442. The peptide sequence is MKGVERLAVMGDTAW. The MHC is DRB5_0101 with pseudo-sequence DRB5_0101. (4) The MHC is HLA-DPA10201-DPB10101 with pseudo-sequence HLA-DPA10201-DPB10101. The peptide sequence is ECKYFAATQFEPLAA. The binding affinity (normalized) is 0.905. (5) The peptide sequence is GEDQIVDKIDAAFKI. The MHC is DRB3_0101 with pseudo-sequence DRB3_0101. The binding affinity (normalized) is 0.565. (6) The peptide sequence is FSSWETVCDSLDDYN. The MHC is DRB1_0405 with pseudo-sequence DRB1_0405. The binding affinity (normalized) is 0.811.